From a dataset of Forward reaction prediction with 1.9M reactions from USPTO patents (1976-2016). Predict the product of the given reaction. Given the reactants [CH:1]12[CH2:10][CH:5]3[CH2:6][CH:7]([CH2:9][CH:3]([CH2:4]3)[CH:2]1[NH:11][C:12]([C:14]1[CH:15]=[N:16][N:17]([C:20]([CH3:23])([CH3:22])[CH3:21])[C:18]=1Cl)=[O:13])[CH2:8]2.[NH:24]1[CH2:29][CH2:28][CH:27]([OH:30])[CH2:26][CH2:25]1, predict the reaction product. The product is: [CH:1]12[CH2:10][CH:5]3[CH2:6][CH:7]([CH2:9][CH:3]([CH2:4]3)[CH:2]1[NH:11][C:12]([C:14]1[CH:15]=[N:16][N:17]([C:20]([CH3:23])([CH3:22])[CH3:21])[C:18]=1[N:24]1[CH2:29][CH2:28][CH:27]([OH:30])[CH2:26][CH2:25]1)=[O:13])[CH2:8]2.